Dataset: Reaction yield outcomes from USPTO patents with 853,638 reactions. Task: Predict the reaction yield, written as a fraction of the theoretical maximum amount of product (1.0 means a 100% yield; for example, 0.34 means a 34% yield). (1) The reactants are Br[C:2]1[CH:3]=[C:4]2[C:9](=[CH:10][CH:11]=1)[CH:8]=[C:7]([O:12][CH2:13][CH2:14][N:15]1[CH2:19][CH2:18][CH2:17][CH2:16]1)[CH:6]=[CH:5]2.C([Li])CCC.C[O:26][B:27](OC)[O:28]C.[Cl-].[NH4+]. The catalyst is C1COCC1.O. The product is [N:15]1([CH2:14][CH2:13][O:12][C:7]2[CH:8]=[C:9]3[C:4](=[CH:5][CH:6]=2)[CH:3]=[C:2]([B:27]([OH:28])[OH:26])[CH:11]=[CH:10]3)[CH2:19][CH2:18][CH2:17][CH2:16]1. The yield is 0.870. (2) The reactants are [C:1]1([C:7]2[C:11]([C:12]([F:15])([F:14])[F:13])=[C:10]([C:16]([OH:18])=O)[O:9][N:8]=2)[CH:6]=[CH:5][CH:4]=[CH:3][CH:2]=1.N1C=CC=CC=1.[F:25]C1N=C(F)N=C(F)N=1. The catalyst is ClCCl. The product is [C:1]1([C:7]2[C:11]([C:12]([F:15])([F:14])[F:13])=[C:10]([C:16]([F:25])=[O:18])[O:9][N:8]=2)[CH:6]=[CH:5][CH:4]=[CH:3][CH:2]=1. The yield is 0.960. (3) The reactants are [N+:1]([C:4]1[C:12]2[CH:11]=[C:10]([C:13]([OH:15])=O)[S:9][C:8]=2[CH:7]=[CH:6][CH:5]=1)([O-:3])=[O:2].[NH2:16][C:17]1[C:18]([O:32][CH3:33])=[C:19]([NH:27][S:28]([CH3:31])(=[O:30])=[O:29])[CH:20]=[C:21]([C:23]([CH3:26])([CH3:25])[CH3:24])[CH:22]=1.C(Cl)CCl.C1C=CC2N(O)N=NC=2C=1. The catalyst is CN(C=O)C. The product is [C:23]([C:21]1[CH:20]=[C:19]([NH:27][S:28]([CH3:31])(=[O:30])=[O:29])[C:18]([O:32][CH3:33])=[C:17]([NH:16][C:13]([C:10]2[S:9][C:8]3[CH:7]=[CH:6][CH:5]=[C:4]([N+:1]([O-:3])=[O:2])[C:12]=3[CH:11]=2)=[O:15])[CH:22]=1)([CH3:26])([CH3:24])[CH3:25]. The yield is 0.250.